Predict the product of the given reaction. From a dataset of Forward reaction prediction with 1.9M reactions from USPTO patents (1976-2016). (1) Given the reactants [F:1][C:2]1[CH:7]=[CH:6][C:5]([C:8]23[CH2:16][N:15]([C:17]4[N:22]=[CH:21][C:20]([F:23])=[CH:19][N:18]=4)[CH2:14][CH:13]2[CH2:12][S:11][C:10]([NH2:24])=[N:9]3)=[CH:4][CH:3]=1.C(O)(C)C.[Cl:29]CCl, predict the reaction product. The product is: [ClH:29].[F:1][C:2]1[CH:7]=[CH:6][C:5]([C@:8]23[CH2:16][N:15]([C:17]4[N:22]=[CH:21][C:20]([F:23])=[CH:19][N:18]=4)[CH2:14][C@H:13]2[CH2:12][S:11][C:10]([NH2:24])=[N:9]3)=[CH:4][CH:3]=1. (2) Given the reactants P(F)(F)(F)(F)F.N1(OC(N(C)C)=[N+](C)C)C2N=CC=CC=2N=N1.C(N(C(C)C)CC)(C)C.[OH:33][C:34]1[CH:42]=[C:41]([OH:43])[CH:40]=[CH:39][C:35]=1[C:36]([OH:38])=O.[C:44]1([CH:54]2[CH2:58][CH2:57][CH2:56][NH:55]2)[C:53]2[C:48](=[CH:49][CH:50]=[CH:51][CH:52]=2)[CH:47]=[CH:46][CH:45]=1.C([O-])(O)=O.[Na+], predict the reaction product. The product is: [C:44]1([CH:54]2[CH2:58][CH2:57][CH2:56][N:55]2[C:36]([C:35]2[CH:39]=[CH:40][C:41]([OH:43])=[CH:42][C:34]=2[OH:33])=[O:38])[C:53]2[C:48](=[CH:49][CH:50]=[CH:51][CH:52]=2)[CH:47]=[CH:46][CH:45]=1. (3) Given the reactants [CH2:1]([O:3][C:4]([C:6]1[N:7]=[C:8]2[N:14]([C:15](=[O:25])[C:16]=1[O:17][CH2:18][C:19]1[CH:24]=[CH:23][CH:22]=[CH:21][CH:20]=1)[CH2:13][CH:12]1[CH2:26][CH2:27][C:9]2(OCC(O)=O)[CH2:10][CH2:11]1)=[O:5])[CH3:2].F[P-](F)(F)(F)(F)F.N1([O:49][C:50](N(C)C)=[N+:51]([CH3:53])[CH3:52])C2N=CC=CC=2N=N1.C1C[O:60][CH2:59]C1.CNC, predict the reaction product. The product is: [CH2:1]([O:3][C:4]([C:6]1[N:7]=[C:13]2[N:14]([C:15](=[O:25])[C:16]=1[O:17][CH2:18][C:19]1[CH:24]=[CH:23][CH:22]=[CH:21][CH:20]=1)[CH2:8][CH:9]1[CH2:10][CH2:11][C:12]2([O:60][CH2:59][C:50](=[O:49])[N:51]([CH3:53])[CH3:52])[CH2:26][CH2:27]1)=[O:5])[CH3:2]. (4) Given the reactants [OH-].[Na+].CS(C)=O.C[O:8][C:9](=[O:22])[CH:10]([S:19][CH2:20][CH3:21])[CH2:11][C:12]1[CH:17]=[CH:16][C:15]([OH:18])=[CH:14][CH:13]=1.[C:23]([O:27][C:28]([NH:30][C:31]1[CH:36]=[CH:35][C:34]([CH2:37][CH2:38]OS(C2C=CC(C)=CC=2)(=O)=O)=[CH:33][CH:32]=1)=[O:29])([CH3:26])([CH3:25])[CH3:24], predict the reaction product. The product is: [C:23]([O:27][C:28]([NH:30][C:31]1[CH:36]=[CH:35][C:34]([CH2:37][CH2:38][O:18][C:15]2[CH:16]=[CH:17][C:12]([CH2:11][CH:10]([S:19][CH2:20][CH3:21])[C:9]([OH:8])=[O:22])=[CH:13][CH:14]=2)=[CH:33][CH:32]=1)=[O:29])([CH3:26])([CH3:25])[CH3:24]. (5) Given the reactants Cl[C:2]1[CH:3]=[C:4]([NH:10][C:11]2[CH:16]=[CH:15][C:14]([C@@H:17]3[CH2:21][CH2:20][CH2:19][N:18]3[CH3:22])=[CH:13][N:12]=2)[C:5](=[O:9])[N:6]([CH3:8])[N:7]=1.C([O:26][CH2:27][C:28]1[C:33](B2OC(C)(C)C(C)(C)O2)=[CH:32][CH:31]=[CH:30][C:29]=1[N:43]1[N:52]=[CH:51][C:50]2[C:45](=[C:46]([F:57])[CH:47]=[C:48]([C:53]([CH3:56])([CH3:55])[CH3:54])[CH:49]=2)[C:44]1=[O:58])(=O)C.CC(C1C=C(C(C)C)C(C2C=CC=CC=2P(C2CCCCC2)C2CCCCC2)=C(C(C)C)C=1)C.[O-]P([O-])([O-])=O.[K+].[K+].[K+].[OH-].[Na+], predict the reaction product. The product is: [C:53]([C:48]1[CH:49]=[C:50]2[C:45](=[C:46]([F:57])[CH:47]=1)[C:44](=[O:58])[N:43]([C:29]1[CH:30]=[CH:31][CH:32]=[C:33]([C:2]3[CH:3]=[C:4]([NH:10][C:11]4[CH:16]=[CH:15][C:14]([C@@H:17]5[CH2:21][CH2:20][CH2:19][N:18]5[CH3:22])=[CH:13][N:12]=4)[C:5](=[O:9])[N:6]([CH3:8])[N:7]=3)[C:28]=1[CH2:27][OH:26])[N:52]=[CH:51]2)([CH3:56])([CH3:54])[CH3:55].